Dataset: Full USPTO retrosynthesis dataset with 1.9M reactions from patents (1976-2016). Task: Predict the reactants needed to synthesize the given product. (1) Given the product [O:40]1[C:39]2[CH:43]=[CH:44][C:36](/[CH:34]=[CH:35]/[C:6]3[C:5]4[C:9](=[CH:10][C:2]([F:1])=[C:3]([N+:31]([O-:33])=[O:32])[CH:4]=4)[N:8]([C:11]([C:12]4[CH:17]=[CH:16][CH:15]=[CH:14][CH:13]=4)([C:18]4[CH:19]=[CH:20][CH:21]=[CH:22][CH:23]=4)[C:24]4[CH:25]=[CH:26][CH:27]=[CH:28][CH:29]=4)[N:7]=3)=[CH:37][C:38]=2[O:42][CH2:41]1, predict the reactants needed to synthesize it. The reactants are: [F:1][C:2]1[CH:10]=[C:9]2[C:5]([C:6](I)=[N:7][N:8]2[C:11]([C:24]2[CH:29]=[CH:28][CH:27]=[CH:26][CH:25]=2)([C:18]2[CH:23]=[CH:22][CH:21]=[CH:20][CH:19]=2)[C:12]2[CH:17]=[CH:16][CH:15]=[CH:14][CH:13]=2)=[CH:4][C:3]=1[N+:31]([O-:33])=[O:32].[CH:34]([C:36]1[CH:44]=[CH:43][C:39]2[O:40][CH2:41][O:42][C:38]=2[CH:37]=1)=[CH2:35].C(P(C(C)(C)C)C1C=CC=CC=1C1C=CC=CC=1)(C)(C)C.C(N(CC)CC)C. (2) Given the product [Cl:8][C:7]1[CH:6]=[N:5][C:4]2[N:9]([S:18]([C:21]3[CH:22]=[CH:23][C:24]([CH3:25])=[CH:26][CH:27]=3)(=[O:20])=[O:19])[C:10]([C:12]3[CH:13]=[N:14][N:15]([CH3:17])[CH:16]=3)=[CH:11][C:3]=2[C:2]=1[C:28]#[N:29], predict the reactants needed to synthesize it. The reactants are: Cl[C:2]1[C:7]([Cl:8])=[CH:6][N:5]=[C:4]2[N:9]([S:18]([C:21]3[CH:27]=[CH:26][C:24]([CH3:25])=[CH:23][CH:22]=3)(=[O:20])=[O:19])[C:10]([C:12]3[CH:13]=[N:14][N:15]([CH3:17])[CH:16]=3)=[CH:11][C:3]=12.[CH3:28][N:29](C)C=O. (3) The reactants are: Cl[C:2]1[C:3]2[C:10]3[CH2:11][CH2:12][CH:13]([C:15]([NH:17][CH:18]([CH3:20])[CH3:19])=[O:16])[CH2:14][C:9]=3[S:8][C:4]=2[N:5]=[CH:6][N:7]=1.[NH:21]1[C:25]2=[N:26][CH:27]=[C:28]([NH2:30])[CH:29]=[C:24]2[CH:23]=[N:22]1. Given the product [CH3:19][CH:18]([NH:17][C:15]([CH:13]1[CH2:12][CH2:11][C:10]2[C:3]3[C:2]([NH:30][C:28]4[CH:29]=[C:24]5[CH:23]=[N:22][NH:21][C:25]5=[N:26][CH:27]=4)=[N:7][CH:6]=[N:5][C:4]=3[S:8][C:9]=2[CH2:14]1)=[O:16])[CH3:20], predict the reactants needed to synthesize it. (4) Given the product [F:1][C:2]1[C:10]2[O:9][CH2:8][CH2:7][C:6]=2[C:5]2[C:2]3[CH2:3][CH2:4][NH:11][C:21](=[O:23])[C:10]=3[NH:11][C:4]=2[CH:3]=1, predict the reactants needed to synthesize it. The reactants are: [F:1][C:2]1[C:10]2[O:9][CH2:8][CH2:7][C:6]=2[CH:5]=[C:4]([NH:11]N=C2CCCNC2=O)[CH:3]=1.O.[CH:21]([OH:23])=O. (5) Given the product [CH3:1][C:2]1[N:12]=[C:11]2[N:6]([CH2:7][CH2:8][CH2:9][CH2:10]2)[C:4](=[O:5])[C:3]=1[CH2:13][CH2:14][N:15]1[CH2:20][CH2:19][CH:18]([C:21]2[C:22]3[CH:23]=[CH:24][C:25]([F:30])=[CH:26][C:27]=3[O:28][N:29]=2)[CH2:17][CH2:16]1.[C:31]([O-:42])(=[O:41])[CH2:32][CH2:33][CH2:34][CH2:35][CH2:36][CH2:37][CH2:38][CH2:39][CH3:40], predict the reactants needed to synthesize it. The reactants are: [CH3:1][C:2]1[N:12]=[C:11]2[N:6]([CH2:7][CH2:8][CH2:9][CH2:10]2)[C:4](=[O:5])[C:3]=1[CH2:13][CH2:14][N:15]1[CH2:20][CH2:19][CH:18]([C:21]2[C:22]3[CH:23]=[CH:24][C:25]([F:30])=[CH:26][C:27]=3[O:28][N:29]=2)[CH2:17][CH2:16]1.[C:31]([OH:42])(=[O:41])[CH2:32][CH2:33][CH2:34][CH2:35][CH2:36][CH2:37][CH2:38][CH2:39][CH3:40]. (6) The reactants are: C([O:8][C:9]1[CH:18]=[C:17]2[C:12]([CH:13]=[CH:14][C:15]([OH:19])=[CH:16]2)=[CH:11][C:10]=1[C:20]1[S:21][C:22]([N:25]([CH3:36])[CH:26]2[CH2:31][C:30]([CH3:33])([CH3:32])[NH:29][C:28]([CH3:35])([CH3:34])[CH2:27]2)=[N:23][N:24]=1)C1C=CC=CC=1.B(Br)(Br)Br.CO. Given the product [CH3:36][N:25]([CH:26]1[CH2:31][C:30]([CH3:33])([CH3:32])[NH:29][C:28]([CH3:35])([CH3:34])[CH2:27]1)[C:22]1[S:21][C:20]([C:10]2[C:9]([OH:8])=[CH:18][C:17]3[C:12]([CH:11]=2)=[CH:13][CH:14]=[C:15]([OH:19])[CH:16]=3)=[N:24][N:23]=1, predict the reactants needed to synthesize it. (7) Given the product [F:2][C:3]1[CH:8]=[CH:7][CH:6]=[CH:5][C:4]=1[N:9]1[CH:21]=[CH:18][C:19]([NH2:20])=[N:10]1, predict the reactants needed to synthesize it. The reactants are: Cl.[F:2][C:3]1[CH:8]=[CH:7][CH:6]=[CH:5][C:4]=1[NH:9][NH2:10].CC[O-].[Na+].C(O[C:18](=[CH2:21])[C:19]#[N:20])C.Cl.[OH-].[Na+]. (8) Given the product [I:1][C:2]1[CH:8]=[C:7]([C:9]([F:21])([C:14]([F:19])([F:20])[C:15]([F:16])([F:17])[F:18])[C:10]([F:11])([F:12])[F:13])[CH:6]=[C:5]([I:22])[C:3]=1[NH:4][C:29](=[O:30])[C:28]1[CH:32]=[CH:33][CH:34]=[C:26]([N+:23]([O-:25])=[O:24])[CH:27]=1, predict the reactants needed to synthesize it. The reactants are: [I:1][C:2]1[CH:8]=[C:7]([C:9]([F:21])([C:14]([F:20])([F:19])[C:15]([F:18])([F:17])[F:16])[C:10]([F:13])([F:12])[F:11])[CH:6]=[C:5]([I:22])[C:3]=1[NH2:4].[N+:23]([C:26]1[CH:27]=[C:28]([CH:32]=[CH:33][CH:34]=1)[C:29](Cl)=[O:30])([O-:25])=[O:24]. (9) Given the product [C:2]([C@@H:8]1[CH2:7][C@H:6]([C:4]([OH:28])=[O:5])[C:9]1([CH3:11])[CH3:10])(=[O:39])[CH3:3], predict the reactants needed to synthesize it. The reactants are: C[C:2]1[C@H:8]2[C:9]([CH3:11])([CH3:10])[C@H:6]([CH2:7]2)[C:4](=[O:5])[CH:3]=1.O=[N+]([O-])[O-].[O-][N+](=O)[O-].[O-][N+](=O)[O-].[O-][N+](=O)[O-].[O-:28][N+](=O)[O-].[O-][N+](=O)[O-].[Ce+4].[NH4+].[NH4+].[OH2:39].